Dataset: NCI-60 drug combinations with 297,098 pairs across 59 cell lines. Task: Regression. Given two drug SMILES strings and cell line genomic features, predict the synergy score measuring deviation from expected non-interaction effect. (1) Drug 1: CC(CN1CC(=O)NC(=O)C1)N2CC(=O)NC(=O)C2. Drug 2: CC1=C(C(CCC1)(C)C)C=CC(=CC=CC(=CC(=O)O)C)C. Cell line: HT29. Synergy scores: CSS=34.9, Synergy_ZIP=-4.58, Synergy_Bliss=0.903, Synergy_Loewe=6.58, Synergy_HSA=6.84. (2) Drug 1: CS(=O)(=O)C1=CC(=C(C=C1)C(=O)NC2=CC(=C(C=C2)Cl)C3=CC=CC=N3)Cl. Drug 2: CN(C)C1=NC(=NC(=N1)N(C)C)N(C)C. Cell line: HOP-62. Synergy scores: CSS=-7.47, Synergy_ZIP=0.634, Synergy_Bliss=-1.86, Synergy_Loewe=-8.36, Synergy_HSA=-7.25.